Dataset: Peptide-MHC class I binding affinity with 185,985 pairs from IEDB/IMGT. Task: Regression. Given a peptide amino acid sequence and an MHC pseudo amino acid sequence, predict their binding affinity value. This is MHC class I binding data. (1) The peptide sequence is MTKDAERGKL. The MHC is Mamu-A02 with pseudo-sequence Mamu-A02. The binding affinity (normalized) is 0.627. (2) The peptide sequence is EIVSHLRAST. The MHC is HLA-A02:06 with pseudo-sequence HLA-A02:06. The binding affinity (normalized) is 0.127. (3) The peptide sequence is LLKWKKTDY. The MHC is HLA-A31:01 with pseudo-sequence HLA-A31:01. The binding affinity (normalized) is 0.0847. (4) The peptide sequence is TPGPGIRYPL. The MHC is HLA-A29:02 with pseudo-sequence HLA-A29:02. The binding affinity (normalized) is 0.